Task: Regression. Given two drug SMILES strings and cell line genomic features, predict the synergy score measuring deviation from expected non-interaction effect.. Dataset: NCI-60 drug combinations with 297,098 pairs across 59 cell lines (1) Drug 1: C1=CC(=CC=C1C#N)C(C2=CC=C(C=C2)C#N)N3C=NC=N3. Drug 2: C1CN(CCN1C(=O)CCBr)C(=O)CCBr. Cell line: HT29. Synergy scores: CSS=11.5, Synergy_ZIP=-2.69, Synergy_Bliss=3.26, Synergy_Loewe=0.894, Synergy_HSA=1.87. (2) Drug 1: C1=C(C(=O)NC(=O)N1)F. Drug 2: CN(CC1=CN=C2C(=N1)C(=NC(=N2)N)N)C3=CC=C(C=C3)C(=O)NC(CCC(=O)O)C(=O)O. Cell line: T-47D. Synergy scores: CSS=11.8, Synergy_ZIP=-1.96, Synergy_Bliss=5.07, Synergy_Loewe=-1.61, Synergy_HSA=-0.624. (3) Drug 1: CCCS(=O)(=O)NC1=C(C(=C(C=C1)F)C(=O)C2=CNC3=C2C=C(C=N3)C4=CC=C(C=C4)Cl)F. Drug 2: C1=CN(C=N1)CC(O)(P(=O)(O)O)P(=O)(O)O. Cell line: A549. Synergy scores: CSS=1.58, Synergy_ZIP=0.474, Synergy_Bliss=1.15, Synergy_Loewe=-3.24, Synergy_HSA=-1.11. (4) Drug 1: CNC(=O)C1=NC=CC(=C1)OC2=CC=C(C=C2)NC(=O)NC3=CC(=C(C=C3)Cl)C(F)(F)F. Drug 2: C1=NNC2=C1C(=O)NC=N2. Cell line: IGROV1. Synergy scores: CSS=11.9, Synergy_ZIP=-2.67, Synergy_Bliss=-2.00, Synergy_Loewe=2.40, Synergy_HSA=1.13. (5) Drug 1: CC(C)CN1C=NC2=C1C3=CC=CC=C3N=C2N. Drug 2: C(CN)CNCCSP(=O)(O)O. Cell line: OVCAR3. Synergy scores: CSS=0.180, Synergy_ZIP=3.93, Synergy_Bliss=-2.86, Synergy_Loewe=-3.93, Synergy_HSA=-4.07. (6) Drug 1: CC1=C2C(C(=O)C3(C(CC4C(C3C(C(C2(C)C)(CC1OC(=O)C(C(C5=CC=CC=C5)NC(=O)C6=CC=CC=C6)O)O)OC(=O)C7=CC=CC=C7)(CO4)OC(=O)C)O)C)OC(=O)C. Drug 2: C(CC(=O)O)C(=O)CN.Cl. Cell line: SF-539. Synergy scores: CSS=22.6, Synergy_ZIP=-2.32, Synergy_Bliss=-2.47, Synergy_Loewe=-17.7, Synergy_HSA=-0.737. (7) Drug 1: CC1=C(C=C(C=C1)NC2=NC=CC(=N2)N(C)C3=CC4=NN(C(=C4C=C3)C)C)S(=O)(=O)N.Cl. Drug 2: C1=NC(=NC(=O)N1C2C(C(C(O2)CO)O)O)N. Cell line: M14. Synergy scores: CSS=-1.46, Synergy_ZIP=0.897, Synergy_Bliss=1.00, Synergy_Loewe=-5.20, Synergy_HSA=-2.31.